From a dataset of Reaction yield outcomes from USPTO patents with 853,638 reactions. Predict the reaction yield, written as a fraction of the theoretical maximum amount of product (1.0 means a 100% yield; for example, 0.34 means a 34% yield). The reactants are Br[C:2]1[C:3]([NH2:9])=[N:4][CH:5]=[C:6]([Br:8])[N:7]=1.[O:10]1[CH2:15][CH2:14][CH:13]([CH2:16][NH2:17])[CH2:12][CH2:11]1. The catalyst is CC#N. The product is [Br:8][C:6]1[N:7]=[C:2]([NH:17][CH2:16][CH:13]2[CH2:14][CH2:15][O:10][CH2:11][CH2:12]2)[C:3]([NH2:9])=[N:4][CH:5]=1. The yield is 0.618.